Dataset: Full USPTO retrosynthesis dataset with 1.9M reactions from patents (1976-2016). Task: Predict the reactants needed to synthesize the given product. Given the product [NH2:48][C:46]1[CH:45]=[C:6]([CH:5]=[C:4]([NH2:1])[CH:47]=1)[C:7]([O:9][CH2:10][CH2:11][CH2:12][CH2:13][CH2:14][CH2:15][O:16][C:17](=[O:44])/[CH:18]=[CH:19]/[C:20]1[CH:25]=[CH:24][C:23]([C:26]([F:42])([F:43])[O:27][C:28]2[CH:33]=[CH:32][C:31]([O:34][CH2:35][CH2:36][CH2:37][C:38]([F:39])([F:40])[F:41])=[CH:30][CH:29]=2)=[CH:22][CH:21]=1)=[O:8], predict the reactants needed to synthesize it. The reactants are: [N+:1]([C:4]1[CH:5]=[C:6]([CH:45]=[C:46]([N+:48]([O-])=O)[CH:47]=1)[C:7]([O:9][CH2:10][CH2:11][CH2:12][CH2:13][CH2:14][CH2:15][O:16][C:17](=[O:44])/[CH:18]=[CH:19]/[C:20]1[CH:25]=[CH:24][C:23]([C:26]([F:43])([F:42])[O:27][C:28]2[CH:33]=[CH:32][C:31]([O:34][CH2:35][CH2:36][CH2:37][C:38]([F:41])([F:40])[F:39])=[CH:30][CH:29]=2)=[CH:22][CH:21]=1)=[O:8])([O-])=O.